Dataset: Reaction yield outcomes from USPTO patents with 853,638 reactions. Task: Predict the reaction yield, written as a fraction of the theoretical maximum amount of product (1.0 means a 100% yield; for example, 0.34 means a 34% yield). (1) The reactants are [CH3:1][O:2][C:3]1[N:8]=[C:7]([O:9][CH3:10])[C:6](B(O)O)=[CH:5][N:4]=1.I[C:15]1[N:16]=[N:17][CH:18]=[CH:19][CH:20]=1.C([O-])([O-])=O.[Na+].[Na+].C1C=CC(P(C2C=CC=CC=2)C2C=CC=CC=2)=CC=1. The catalyst is C(O)CC.CC([O-])=O.CC([O-])=O.[Pd+2]. The product is [CH3:1][O:2][C:3]1[N:8]=[C:7]([O:9][CH3:10])[C:6]([C:15]2[N:16]=[N:17][CH:18]=[CH:19][CH:20]=2)=[CH:5][N:4]=1. The yield is 0.340. (2) The reactants are C([O:3][C:4]([C:6]1([NH:15][C:16](=[O:30])[C:17]2[CH:22]=[C:21]([Br:23])[CH:20]=[C:19]([CH3:24])[C:18]=2[O:25][CH:26]2[CH2:29][CH2:28][CH2:27]2)[CH2:14][C:13]2[C:8](=[CH:9][CH:10]=[CH:11][CH:12]=2)[CH2:7]1)=[O:5])C.O1CCOCC1.CO.O. The yield is 0.950. The product is [Br:23][C:21]1[CH:20]=[C:19]([CH3:24])[C:18]([O:25][CH:26]2[CH2:29][CH2:28][CH2:27]2)=[C:17]([CH:22]=1)[C:16]([NH:15][C:6]1([C:4]([OH:5])=[O:3])[CH2:14][C:13]2[C:8](=[CH:9][CH:10]=[CH:11][CH:12]=2)[CH2:7]1)=[O:30]. The catalyst is CO.C(Cl)Cl.